This data is from Full USPTO retrosynthesis dataset with 1.9M reactions from patents (1976-2016). The task is: Predict the reactants needed to synthesize the given product. (1) Given the product [C:1]([O:5][C:6]([N:8]1[CH2:13][CH2:12][N:11]([CH2:21][C:22]2[N:23]([CH3:48])[C:24]3[C:29]([N:30]=2)=[C:28]([N:31]2[CH2:32][CH2:33][O:34][CH2:35][CH2:36]2)[N:27]=[C:26]([N:37]2[C:41]4[CH:42]=[CH:43][CH:44]=[CH:45][C:40]=4[N:39]=[C:38]2[CH2:46][CH3:47])[N:25]=3)[C:10](=[O:14])[CH:9]1[CH:15]([CH3:17])[CH3:16])=[O:7])([CH3:4])([CH3:3])[CH3:2], predict the reactants needed to synthesize it. The reactants are: [C:1]([O:5][C:6]([N:8]1[CH2:13][CH2:12][NH:11][C:10](=[O:14])[CH:9]1[CH:15]([CH3:17])[CH3:16])=[O:7])([CH3:4])([CH3:3])[CH3:2].[H-].[Na+].Br[CH2:21][C:22]1[N:23]([CH3:48])[C:24]2[C:29]([N:30]=1)=[C:28]([N:31]1[CH2:36][CH2:35][O:34][CH2:33][CH2:32]1)[N:27]=[C:26]([N:37]1[C:41]3[CH:42]=[CH:43][CH:44]=[CH:45][C:40]=3[N:39]=[C:38]1[CH2:46][CH3:47])[N:25]=2. (2) Given the product [C:1]([N:9]1[CH2:14][CH2:13][N:12]([C:15](=[O:36])[C:16]([C:18]2[C:26]3[C:21](=[C:22]([C:29]4[N:30]=[CH:31][C:32]([NH:35][C:37](=[O:39])[CH3:38])=[N:33][CH:34]=4)[N:23]=[CH:24][C:25]=3[O:27][CH3:28])[NH:20][CH:19]=2)=[O:17])[CH2:11][CH2:10]1)(=[O:8])[C:2]1[CH:7]=[CH:6][CH:5]=[CH:4][CH:3]=1, predict the reactants needed to synthesize it. The reactants are: [C:1]([N:9]1[CH2:14][CH2:13][N:12]([C:15](=[O:36])[C:16]([C:18]2[C:26]3[C:21](=[C:22]([C:29]4[N:30]=[CH:31][C:32]([NH2:35])=[N:33][CH:34]=4)[N:23]=[CH:24][C:25]=3[O:27][CH3:28])[NH:20][CH:19]=2)=[O:17])[CH2:11][CH2:10]1)(=[O:8])[C:2]1[CH:7]=[CH:6][CH:5]=[CH:4][CH:3]=1.[C:37](OC(=O)C)(=[O:39])[CH3:38]. (3) Given the product [Br:1][C:2]1[CH:3]=[N:4][C:5]([CH3:19])=[C:6]([CH:18]=1)[C:7]([N:9]([C:10]1[CH:15]=[CH:14][C:13]([F:16])=[CH:12][C:11]=1[F:17])[CH3:20])=[O:8], predict the reactants needed to synthesize it. The reactants are: [Br:1][C:2]1[CH:3]=[N:4][C:5]([CH3:19])=[C:6]([CH:18]=1)[C:7]([NH:9][C:10]1[CH:15]=[CH:14][C:13]([F:16])=[CH:12][C:11]=1[F:17])=[O:8].[C:20]([O-])([O-])=O.[K+].[K+].CI. (4) Given the product [C:1]([O:5][C:6]([N:8]([O:30][CH2:31][CH2:32][CH3:33])[C:9]([N:11]([C:23]([O:25][C:26]([CH3:29])([CH3:28])[CH3:27])=[O:24])[NH2:12])=[NH:10])=[O:7])([CH3:4])([CH3:3])[CH3:2], predict the reactants needed to synthesize it. The reactants are: [C:1]([O:5][C:6]([N:8]([O:30][CH2:31][CH2:32][CH3:33])[C:9]([N:11]([C:23]([O:25][C:26]([CH3:29])([CH3:28])[CH3:27])=[O:24])[NH:12]C(OCC1C=CC=CC=1)=O)=[NH:10])=[O:7])([CH3:4])([CH3:3])[CH3:2]. (5) Given the product [Br:1][C:2]1[C:7]2[N:8]=[C:9]([NH:11][C:12](=[O:15])[O:13][CH3:14])[S:10][C:6]=2[CH:5]=[C:4]([O:16][C:17]2[CH:22]=[CH:21][C:20]([NH2:23])=[CH:19][CH:18]=2)[CH:3]=1, predict the reactants needed to synthesize it. The reactants are: [Br:1][C:2]1[C:7]2[N:8]=[C:9]([NH:11][C:12](=[O:15])[O:13][CH3:14])[S:10][C:6]=2[CH:5]=[C:4]([O:16][C:17]2[CH:22]=[CH:21][C:20]([N+:23]([O-])=O)=[CH:19][CH:18]=2)[CH:3]=1. (6) Given the product [CH2:7]([N:9]1[C:15]([OH:16])=[C:17]([CH2:23][C:24]([O:26][CH2:27][CH3:28])=[O:25])[CH:18]=[N:10]1)[CH3:8], predict the reactants needed to synthesize it. The reactants are: C(O)(=O)C(O)=O.[CH2:7]([NH:9][NH2:10])[CH3:8].[O-]CC.[Na+].[CH:15]([CH:17]([CH2:23][C:24]([O:26][CH2:27][CH3:28])=[O:25])[C:18](OCC)=O)=[O:16]. (7) Given the product [CH3:1][O:2][C:3](=[O:38])[C@@H:4]([N:16]1[CH2:21][CH2:20][NH:19][C@@H:18]([CH2:34][CH:35]=[CH2:36])[C:17]1=[O:37])[CH2:5][C:6]1[CH:15]=[CH:14][C:13]2[C:8](=[CH:9][CH:10]=[CH:11][CH:12]=2)[CH:7]=1, predict the reactants needed to synthesize it. The reactants are: [CH3:1][O:2][C:3](=[O:38])[C@@H:4]([N:16]1[CH2:21][CH2:20][N:19](S(C2C=CC=CC=2[N+]([O-])=O)(=O)=O)[C@@H:18]([CH2:34][CH:35]=[CH2:36])[C:17]1=[O:37])[CH2:5][C:6]1[CH:15]=[CH:14][C:13]2[C:8](=[CH:9][CH:10]=[CH:11][CH:12]=2)[CH:7]=1.SC1C=CC(O)=CC=1.C(=O)([O-])[O-].[K+].[K+].